From a dataset of Full USPTO retrosynthesis dataset with 1.9M reactions from patents (1976-2016). Predict the reactants needed to synthesize the given product. Given the product [C:1]([C:5]1[CH:6]=[C:7]([NH:23][S:24]([CH3:27])(=[O:25])=[O:26])[C:8]([O:21][CH3:22])=[C:9]([NH:11][C:12](=[O:20])[NH:28][C:29]2[C:38]3[C:33](=[CH:34][CH:35]=[CH:36][CH:37]=3)[C:32]([O:39][C:40]3[CH:45]=[CH:44][N:43]=[C:42]([NH:46][C:47]4[CH:48]=[C:49]([CH:63]=[C:64]([C:66]#[CH:67])[CH:65]=4)[C:50]([NH:52][CH2:53][CH2:54][O:55][CH2:56][CH2:57][O:58][CH2:59][CH2:60][O:61][CH3:62])=[O:51])[N:41]=3)=[CH:31][CH:30]=2)[CH:10]=1)([CH3:3])([CH3:2])[CH3:4], predict the reactants needed to synthesize it. The reactants are: [C:1]([C:5]1[CH:6]=[C:7]([NH:23][S:24]([CH3:27])(=[O:26])=[O:25])[C:8]([O:21][CH3:22])=[C:9]([NH:11][C:12](=[O:20])OC2C=CC=CC=2)[CH:10]=1)([CH3:4])([CH3:3])[CH3:2].[NH2:28][C:29]1[C:38]2[C:33](=[CH:34][CH:35]=[CH:36][CH:37]=2)[C:32]([O:39][C:40]2[CH:45]=[CH:44][N:43]=[C:42]([NH:46][C:47]3[CH:48]=[C:49]([CH:63]=[C:64]([C:66]#[CH:67])[CH:65]=3)[C:50]([NH:52][CH2:53][CH2:54][O:55][CH2:56][CH2:57][O:58][CH2:59][CH2:60][O:61][CH3:62])=[O:51])[N:41]=2)=[CH:31][CH:30]=1.CCN(CC)CC.